Dataset: Full USPTO retrosynthesis dataset with 1.9M reactions from patents (1976-2016). Task: Predict the reactants needed to synthesize the given product. (1) Given the product [CH:7]1[C:8]2[C:21]3=[CH:22][C@H:23]([OH:31])[C@H:24]4[O:29][P:27]([OH:30])(=[O:28])[O:26][C@H:25]4[C@@H:20]3[NH:19][C:17](=[O:18])[C:9]=2[C:10]([OH:16])=[C:11]2[O:15][CH2:14][O:13][C:12]=12, predict the reactants needed to synthesize it. The reactants are: C1C=CN=CC=1.[CH:7]1[C:8]2[C:21]3=[CH:22][C@H:23]([OH:31])[C@H:24]4[O:29][P:27]([OH:30])(=[O:28])[O:26][C@H:25]4[C@@H:20]3[NH:19][C:17](=[O:18])[C:9]=2[C:10]([OH:16])=[C:11]2[O:15][CH2:14][O:13][C:12]=12.[H][H]. (2) The reactants are: [CH2:1]([O:8][CH2:9][CH2:10][N:11]([CH2:37][CH2:38][CH2:39][CH2:40][O:41][Si](C(C)(C)C)(C)C)[C:12]([C:14]1[NH:15][C:16](=[O:36])[C:17]([O:34][CH3:35])=[C:18]2[C:23]=1[CH2:22][CH2:21][N:20]([CH2:24][C:25]1[CH:30]=[CH:29][C:28]([F:31])=[C:27]([Cl:32])[CH:26]=1)[C:19]2=[O:33])=[O:13])[C:2]1[CH:7]=[CH:6][CH:5]=[CH:4][CH:3]=1.[F-].C([N+](CCCC)(CCCC)CCCC)CCC. Given the product [CH2:1]([O:8][CH2:9][CH2:10][N:11]([CH2:37][CH2:38][CH2:39][CH2:40][OH:41])[C:12]([C:14]1[NH:15][C:16](=[O:36])[C:17]([O:34][CH3:35])=[C:18]2[C:23]=1[CH2:22][CH2:21][N:20]([CH2:24][C:25]1[CH:30]=[CH:29][C:28]([F:31])=[C:27]([Cl:32])[CH:26]=1)[C:19]2=[O:33])=[O:13])[C:2]1[CH:3]=[CH:4][CH:5]=[CH:6][CH:7]=1, predict the reactants needed to synthesize it. (3) Given the product [F:1][C:2]1[CH:7]=[C:6]([F:8])[CH:5]=[CH:4][C:3]=1[NH:9][CH2:19][CH2:18][C:15]1[CH:14]=[CH:13][C:12]([C:11]([F:10])([F:22])[F:23])=[CH:17][CH:16]=1, predict the reactants needed to synthesize it. The reactants are: [F:1][C:2]1[CH:7]=[C:6]([F:8])[CH:5]=[CH:4][C:3]=1[NH2:9].[F:10][C:11]([F:23])([F:22])[C:12]1[CH:17]=[CH:16][C:15]([CH2:18][C:19](O)=O)=[CH:14][CH:13]=1. (4) Given the product [Br:16][C:15]1[S:14][C:13]([S:17]([N:23]2[CH2:24][CH:25]=[CH:22][CH2:21]2)(=[O:19])=[O:18])=[CH:12][C:11]=1[C:7]1[S:6][C:5]([NH:4][C:1](=[O:3])[CH3:2])=[N:9][C:8]=1[CH3:10], predict the reactants needed to synthesize it. The reactants are: [C:1]([NH:4][C:5]1[S:6][C:7]([C:11]2[CH:12]=[C:13]([S:17](Cl)(=[O:19])=[O:18])[S:14][C:15]=2[Br:16])=[C:8]([CH3:10])[N:9]=1)(=[O:3])[CH3:2].[CH2:21]([N:23](CC)[CH2:24][CH3:25])[CH3:22].N1CC=CC1. (5) Given the product [CH3:30][N:10]1[CH:11]=[C:12]([C:14]2[O:18][N:17]=[C:16]([C:19]3[CH:24]=[CH:23][C:22]([O:25][C:26]([F:29])([F:28])[F:27])=[CH:21][CH:20]=3)[N:15]=2)[N:13]=[C:9]1[CH2:8][C:6]1[CH:5]=[CH:4][N:3]=[C:2]([N:35]2[CH2:36][CH2:37][N:32]([CH3:31])[CH2:33][CH2:34]2)[CH:7]=1, predict the reactants needed to synthesize it. The reactants are: Cl[C:2]1[CH:7]=[C:6]([CH2:8][C:9]2[N:10]([CH3:30])[CH:11]=[C:12]([C:14]3[O:18][N:17]=[C:16]([C:19]4[CH:24]=[CH:23][C:22]([O:25][C:26]([F:29])([F:28])[F:27])=[CH:21][CH:20]=4)[N:15]=3)[N:13]=2)[CH:5]=[CH:4][N:3]=1.[CH3:31][N:32]1[CH2:37][CH2:36][NH:35][CH2:34][CH2:33]1. (6) Given the product [Cl:1][C:2]1[CH:7]=[N:6][C:5]([N:8]([C:45](=[O:46])[CH2:44][O:43][CH3:42])[C:9](=[O:34])[C:10]2[CH:15]=[CH:14][C:13]([C:16]3[CH2:20][C:19]([C:25]4[CH:26]=[C:27]([Cl:32])[CH:28]=[C:29]([Cl:31])[CH:30]=4)([C:21]([F:23])([F:24])[F:22])[O:18][N:17]=3)=[CH:12][C:11]=2[CH3:33])=[N:4][CH:3]=1, predict the reactants needed to synthesize it. The reactants are: [Cl:1][C:2]1[CH:3]=[N:4][C:5]([NH:8][C:9](=[O:34])[C:10]2[CH:15]=[CH:14][C:13]([C:16]3[CH2:20][C:19]([C:25]4[CH:30]=[C:29]([Cl:31])[CH:28]=[C:27]([Cl:32])[CH:26]=4)([C:21]([F:24])([F:23])[F:22])[O:18][N:17]=3)=[CH:12][C:11]=2[CH3:33])=[N:6][CH:7]=1.C(N(CC)CC)C.[CH3:42][O:43][CH2:44][C:45](Cl)=[O:46]. (7) Given the product [OH:1][C:2]([C:30]1[S:31][CH:32]=[CH:33][CH:34]=1)([C:35]1[S:36][CH:37]=[CH:38][CH:39]=1)[C:3]([O:5][C@H:6]1[CH2:7][CH2:8][C@H:9]([N:12]([CH2:14][CH2:15][CH2:16][C:17]2[O:21][N:20]=[C:19]([C:22]3[CH:27]=[CH:26][C:25]([CH:28]=[O:29])=[CH:24][CH:23]=3)[N:18]=2)[CH3:13])[CH2:10][CH2:11]1)=[O:4], predict the reactants needed to synthesize it. The reactants are: [OH:1][C:2]([C:35]1[S:36][CH:37]=[CH:38][CH:39]=1)([C:30]1[S:31][CH:32]=[CH:33][CH:34]=1)[C:3]([O:5][C@H:6]1[CH2:11][CH2:10][C@H:9]([N:12]([CH2:14][CH2:15][CH2:16][C:17]2[O:21][N:20]=[C:19]([C:22]3[CH:27]=[CH:26][C:25]([CH2:28][OH:29])=[CH:24][CH:23]=3)[N:18]=2)[CH3:13])[CH2:8][CH2:7]1)=[O:4]. (8) The reactants are: [Cl:1][C:2]1[N:7]=[C:6](Cl)[CH:5]=[CH:4][N:3]=1.[CH3:9][O:10][C:11]1[C:16]([O:17][CH3:18])=[C:15]([O:19][CH3:20])[CH:14]=[CH:13][C:12]=1B(O)O.C(=O)([O-])[O-].[Na+].[Na+]. Given the product [Cl:1][C:2]1[N:7]=[C:6]([C:12]2[CH:13]=[CH:14][C:15]([O:19][CH3:20])=[C:16]([O:17][CH3:18])[C:11]=2[O:10][CH3:9])[CH:5]=[CH:4][N:3]=1, predict the reactants needed to synthesize it. (9) The reactants are: [CH3:1][C@@H:2]1[CH2:30][O:29][C@@:5]2([O:9][C@H:8]3[CH2:10][C@H:11]4[C@@H:16]5[CH2:17][CH2:18][C@@H:19]6[CH2:24][C@@H:23]([OH:25])[CH2:22][CH2:21][C@:20]6([CH3:26])[C@H:15]5[CH2:14][CH2:13][C@:12]4([CH3:27])[C@H:7]3[C@@H:6]2[CH3:28])[CH2:4][CH2:3]1.[Cr](O)(O)(=O)=O.CCCCCC.CCOC(C)=O. Given the product [CH3:1][C@H:2]1[CH2:30][O:29][C@@:5]2([O:9][C@H:8]3[CH2:10][C@H:11]4[C@@H:16]5[CH2:17][CH2:18][C@@H:19]6[CH2:24][C:23](=[O:25])[CH2:22][CH2:21][C@:20]6([CH3:26])[C@H:15]5[CH2:14][CH2:13][C@:12]4([CH3:27])[C@H:7]3[C@@H:6]2[CH3:28])[CH2:4][CH2:3]1, predict the reactants needed to synthesize it.